This data is from Forward reaction prediction with 1.9M reactions from USPTO patents (1976-2016). The task is: Predict the product of the given reaction. (1) Given the reactants C(OC(C1N=C(N)SC=1)=O)C.[CH:12]1([CH2:17][CH:18]([C:22]2[CH:27]=[CH:26][C:25]([N+:28]([O-:30])=[O:29])=[CH:24][CH:23]=2)[C:19]([OH:21])=O)[CH2:16][CH2:15][CH2:14][CH2:13]1.C(OC(C1[N:37]=[C:38]([NH:41][C:42](=O)[CH:43](C2C=CC([N+]([O-])=O)=CC=2)[CH2:44][CH:45]2CCCC2)SC=1)=O)C, predict the reaction product. The product is: [CH:12]1([CH2:17][CH:18]([C:22]2[CH:27]=[CH:26][C:25]([N+:28]([O-:30])=[O:29])=[CH:24][CH:23]=2)[C:19]([NH:37][C:38]2[CH:45]=[CH:44][CH:43]=[CH:42][N:41]=2)=[O:21])[CH2:13][CH2:14][CH2:15][CH2:16]1. (2) Given the reactants [CH2:1]1[CH2:6][CH2:5][C:4]([CH2:11][NH2:12])([CH2:7][C:8]([OH:10])=[O:9])[CH2:3][CH2:2]1.C1CCC2(CNC(=O)C2)CC1.[BrH:24], predict the reaction product. The product is: [CH2:1]1[CH2:2][CH2:3][C:4]([CH2:11][NH2:12])([CH2:7][C:8]([OH:10])=[O:9])[CH2:5][CH2:6]1.[BrH:24]. (3) Given the reactants [Cl:1][C:2]1[CH:11]=[CH:10][CH:9]=[C:8]2[C:3]=1[C:4]([N:13]1[CH2:18][CH2:17][NH:16][CH2:15][CH2:14]1)=[CH:5][C:6]([CH3:12])=[N:7]2.[F:19][C:20]1[CH:25]=[CH:24][C:23]([N:26]=[C:27]=[O:28])=[CH:22][CH:21]=1.CCCCCC.CCOC(C)=O, predict the reaction product. The product is: [Cl:1][C:2]1[CH:11]=[CH:10][CH:9]=[C:8]2[C:3]=1[C:4]([N:13]1[CH2:18][CH2:17][N:16]([C:27]([NH:26][C:23]3[CH:24]=[CH:25][C:20]([F:19])=[CH:21][CH:22]=3)=[O:28])[CH2:15][CH2:14]1)=[CH:5][C:6]([CH3:12])=[N:7]2. (4) Given the reactants [CH2:1]([N:3]1[CH2:8][CH2:7][NH:6][CH2:5][CH2:4]1)[CH3:2].F[C:10]1[CH:11]=[CH:12][C:13]([N+:17]([O-:19])=[O:18])=[C:14]([NH2:16])[CH:15]=1.CCN(C(C)C)C(C)C, predict the reaction product. The product is: [CH2:1]([N:3]1[CH2:8][CH2:7][N:6]([C:10]2[CH:11]=[CH:12][C:13]([N+:17]([O-:19])=[O:18])=[C:14]([NH2:16])[CH:15]=2)[CH2:5][CH2:4]1)[CH3:2]. (5) Given the reactants [NH2:1][CH2:2][C@@H:3]1[C@H:7]([OH:8])[CH2:6][N:5]([CH2:9][CH2:10][N:11]2[C:20]3[C:15](=[CH:16][CH:17]=[C:18]([F:21])[CH:19]=3)[CH:14]=[CH:13][C:12]2=[O:22])[CH2:4]1.[O:23]1[C:32]2[CH:31]=[C:30]([CH:33]=O)[N:29]=[CH:28][C:27]=2[O:26][CH2:25][CH2:24]1.C(O[BH-](OC(=O)C)OC(=O)C)(=O)C.[Na+].[ClH:49], predict the reaction product. The product is: [ClH:49].[ClH:49].[O:23]1[C:32]2[CH:31]=[C:30]([CH2:33][NH:1][CH2:2][C@@H:3]3[C@H:7]([OH:8])[CH2:6][N:5]([CH2:9][CH2:10][N:11]4[C:20]5[C:15](=[CH:16][CH:17]=[C:18]([F:21])[CH:19]=5)[CH:14]=[CH:13][C:12]4=[O:22])[CH2:4]3)[N:29]=[CH:28][C:27]=2[O:26][CH2:25][CH2:24]1. (6) Given the reactants [CH2:1]([NH:7][C:8]([N:10]1[C:18](=[O:19])[C:17]2[C:12](=[N:13][C:14]([Cl:21])=[CH:15][C:16]=2[CH3:20])[NH:11]1)=[O:9])[CH2:2][CH2:3][CH2:4][CH2:5][CH3:6].I[CH2:23][CH2:24][CH2:25][CH3:26].C(N(CC)CC)C, predict the reaction product. The product is: [CH2:1]([NH:7][C:8]([N:10]1[C:18](=[O:19])[C:17]2[C:12](=[N:13][C:14]([Cl:21])=[CH:15][C:16]=2[CH3:20])[N:11]1[CH2:23][CH2:24][CH2:25][CH3:26])=[O:9])[CH2:2][CH2:3][CH2:4][CH2:5][CH3:6]. (7) The product is: [CH2:20]([N:16]1[CH2:17][CH2:18][O:19][CH:14]([C:9]2[C:8]3[C:12](=[CH:13][C:5]([C:3]([N:33]4[CH2:34][CH2:35][N:30]([CH:28]([CH3:29])[CH3:27])[CH2:31][CH2:32]4)=[O:2])=[CH:6][CH:7]=3)[NH:11][CH:10]=2)[CH2:15]1)[CH:21]([CH3:23])[CH3:22]. Given the reactants C[O:2][C:3]([C:5]1[CH:13]=[C:12]2[C:8]([C:9]([CH:14]3[O:19][CH2:18][CH2:17][N:16]([CH2:20][CH:21]([CH3:23])[CH3:22])[CH2:15]3)=[CH:10][NH:11]2)=[CH:7][CH:6]=1)=O.O[Li].O.[CH3:27][CH:28]([N:30]1[CH2:35][CH2:34][NH:33][CH2:32][CH2:31]1)[CH3:29], predict the reaction product. (8) The product is: [C:1]([C:5]1[CH:6]=[CH:7][C:8](/[CH:11]=[CH:12]/[C:13]([NH:15][C:16]2[CH:17]=[C:18]([CH:19]=[CH:20][CH:21]=2)[O:22][CH2:29][C:30]([OH:32])=[O:31])=[O:14])=[CH:9][CH:10]=1)([CH3:4])([CH3:2])[CH3:3]. Given the reactants [C:1]([C:5]1[CH:10]=[CH:9][C:8](/[CH:11]=[CH:12]/[C:13]([NH:15][C:16]2[CH:21]=[CH:20][CH:19]=[C:18]([OH:22])[CH:17]=2)=[O:14])=[CH:7][CH:6]=1)([CH3:4])([CH3:3])[CH3:2].C1COCC1.Br[CH2:29][C:30]([O:32]C(C)(C)C)=[O:31], predict the reaction product.